Dataset: Forward reaction prediction with 1.9M reactions from USPTO patents (1976-2016). Task: Predict the product of the given reaction. (1) Given the reactants [C:1]([NH:4][C:5]1[N:10]=[C:9](/[CH:11]=[CH:12]/[C:13]([C:15]2[CH:20]=[CH:19][C:18]([NH:21][C:22]([C:24]3[C:25]([C:31]4[CH:36]=[CH:35][C:34]([CH3:37])=[CH:33][CH:32]=4)=[CH:26][C:27]([CH3:30])=[CH:28][CH:29]=3)=[O:23])=[CH:17][CH:16]=2)=[O:14])[CH:8]=[CH:7][CH:6]=1)(=[O:3])[CH3:2].[H][H], predict the reaction product. The product is: [C:1]([NH:4][C:5]1[N:10]=[C:9]([CH2:11][CH2:12][C:13]([C:15]2[CH:20]=[CH:19][C:18]([NH:21][C:22]([C:24]3[C:25]([C:31]4[CH:36]=[CH:35][C:34]([CH3:37])=[CH:33][CH:32]=4)=[CH:26][C:27]([CH3:30])=[CH:28][CH:29]=3)=[O:23])=[CH:17][CH:16]=2)=[O:14])[CH:8]=[CH:7][CH:6]=1)(=[O:3])[CH3:2]. (2) The product is: [CH:18]([NH:21][C:2]1[N:7]2[N:8]=[C:9]([NH:11][C:12]3[CH:17]=[CH:16][CH:15]=[CH:14][CH:13]=3)[N:10]=[C:6]2[CH:5]=[CH:4][CH:3]=1)([CH3:20])[CH3:19]. Given the reactants Br[C:2]1[N:7]2[N:8]=[C:9]([NH:11][C:12]3[CH:17]=[CH:16][CH:15]=[CH:14][CH:13]=3)[N:10]=[C:6]2[CH:5]=[CH:4][CH:3]=1.[CH:18]([NH2:21])([CH3:20])[CH3:19], predict the reaction product. (3) Given the reactants [C:1]([OH:5])(=[O:4])[CH2:2][CH3:3].[CH:6]#[C:7][CH2:8][NH:9][C@H:10]1[C:14]2[CH:15]=[CH:16][CH:17]=[CH:18][C:13]=2[CH2:12][CH2:11]1, predict the reaction product. The product is: [CH:6]#[C:7][CH2:8][NH:9][C@H:10]1[C:14]2[CH:15]=[CH:16][CH:17]=[CH:18][C:13]=2[CH2:12][CH2:11]1.[C:1]([O-:5])(=[O:4])[CH2:2][CH3:3]. (4) Given the reactants [C:1]([C:4]1[C:5]([O:21][CH2:22][C:23]23[CH2:32][CH:27]4[CH2:28][CH:29]([CH2:31][CH:25]([CH2:26]4)[CH2:24]2)[CH2:30]3)=[CH:6][C:7]([F:20])=[C:8]([CH:19]=1)[C:9]([NH:11][S:12]([N:15]1[CH2:18][CH2:17][CH2:16]1)(=[O:14])=[O:13])=[O:10])(=[O:3])[CH3:2].[CH3:33][Mg]Br.Cl, predict the reaction product. The product is: [C:23]12([CH2:22][O:21][C:5]3[C:4]([C:1]([OH:3])([CH3:33])[CH3:2])=[CH:19][C:8]([C:9]([NH:11][S:12]([N:15]4[CH2:18][CH2:17][CH2:16]4)(=[O:14])=[O:13])=[O:10])=[C:7]([F:20])[CH:6]=3)[CH2:24][CH:25]3[CH2:26][CH:27]([CH2:28][CH:29]([CH2:31]3)[CH2:30]1)[CH2:32]2. (5) Given the reactants [N:1]1[CH:6]=[CH:5][C:4]([C:7]2[CH2:8][C:9]([C:12]([OH:14])=O)=[N:10][N:11]=2)=[CH:3][CH:2]=1.[NH2:15][CH2:16][CH2:17][N:18]1[CH:22]=[CH:21][C:20]([C:23]2[CH:30]=[CH:29][C:26]([C:27]#[N:28])=[C:25]([CH3:31])[CH:24]=2)=[N:19]1, predict the reaction product. The product is: [C:27]([C:26]1[CH:29]=[CH:30][C:23]([C:20]2[CH:21]=[CH:22][N:18]([CH2:17][CH2:16][NH:15][C:12]([C:9]3[NH:10][N:11]=[C:7]([C:4]4[CH:3]=[CH:2][N:1]=[CH:6][CH:5]=4)[CH:8]=3)=[O:14])[N:19]=2)=[CH:24][C:25]=1[CH3:31])#[N:28]. (6) Given the reactants Br[C:2]1[CH:3]=[C:4]2[CH2:10][CH2:9][N:8]([Si:11]([C:14]([CH3:17])([CH3:16])[CH3:15])([CH3:13])[CH3:12])[C:5]2=[N:6][CH:7]=1.[Li][C:19](C)(C)C.CCCCC.CI, predict the reaction product. The product is: [C:14]([Si:11]([CH3:13])([CH3:12])[N:8]1[C:5]2=[N:6][CH:7]=[C:2]([CH3:19])[CH:3]=[C:4]2[CH2:10][CH2:9]1)([CH3:17])([CH3:16])[CH3:15]. (7) Given the reactants ON1C2C=CC=CC=2N=N1.CN1CCOCC1.[C:18]([O:22][C:23](=[O:46])[C:24]([CH3:45])([CH3:44])[CH2:25][C:26]1[CH:43]=[CH:42][C:29]([CH2:30][N:31]([CH2:36][C:37]2[O:38][CH:39]=[CH:40][CH:41]=2)[CH2:32][C:33](O)=[O:34])=[CH:28][CH:27]=1)([CH3:21])([CH3:20])[CH3:19].[CH3:47][C:48]1[CH:54]=[C:53]([CH3:55])[CH:52]=[CH:51][C:49]=1[NH2:50], predict the reaction product. The product is: [CH3:47][C:48]1[CH:54]=[C:53]([CH3:55])[CH:52]=[CH:51][C:49]=1[NH:50][C:33](=[O:34])[CH2:32][N:31]([CH2:30][C:29]1[CH:42]=[CH:43][C:26]([CH2:25][C:24]([CH3:44])([CH3:45])[C:23]([O:22][C:18]([CH3:19])([CH3:21])[CH3:20])=[O:46])=[CH:27][CH:28]=1)[CH2:36][C:37]1[O:38][CH:39]=[CH:40][CH:41]=1.